This data is from Full USPTO retrosynthesis dataset with 1.9M reactions from patents (1976-2016). The task is: Predict the reactants needed to synthesize the given product. (1) Given the product [CH:1]1([N:6]2[C:14]3[C:9](=[CH:10][C:11]([O:15][C@H:16]([C:20]4[CH:21]=[CH:22][CH:23]=[CH:24][CH:25]=4)[C@@H:17]([NH:19][C:28](=[O:29])[C:27]([F:38])([F:37])[F:26])[CH3:18])=[CH:12][CH:13]=3)[CH:8]=[N:7]2)[CH2:2][CH2:3][CH2:4][CH2:5]1, predict the reactants needed to synthesize it. The reactants are: [CH:1]1([N:6]2[C:14]3[C:9](=[CH:10][C:11]([O:15][C@H:16]([C:20]4[CH:25]=[CH:24][CH:23]=[CH:22][CH:21]=4)[C@@H:17]([NH2:19])[CH3:18])=[CH:12][CH:13]=3)[CH:8]=[N:7]2)[CH2:5][CH2:4][CH2:3][CH2:2]1.[F:26][C:27]([F:38])([F:37])[C:28](O[C:28](=[O:29])[C:27]([F:38])([F:37])[F:26])=[O:29]. (2) Given the product [C:1]([O:5][C:6]1[CH:7]=[CH:8][C:9]([O:12][CH:35]2[CH2:36][CH2:37][O:32][CH2:33][CH2:34]2)=[CH:10][CH:11]=1)([CH3:4])([CH3:2])[CH3:3], predict the reactants needed to synthesize it. The reactants are: [C:1]([O:5][C:6]1[CH:11]=[CH:10][C:9]([OH:12])=[CH:8][CH:7]=1)([CH3:4])([CH3:3])[CH3:2].C1C=CC(P(C2C=CC=CC=2)C2C=CC=CC=2)=CC=1.[O:32]1[CH2:37][CH2:36][CH:35](O)[CH2:34][CH2:33]1.CC(OC(/N=N/C(OC(C)C)=O)=O)C. (3) Given the product [CH2:1]([O:3][C:4](=[O:25])[CH2:5][C:6]1[CH:11]=[CH:10][CH:9]=[C:8]([S:12][C:13]2[C:21]3[C:16](=[C:17]([F:23])[C:18]([Cl:22])=[CH:19][CH:20]=3)[N:15]([C:27]3[CH:28]=[N:29][N:30]([CH2:32][CH2:33][CH3:34])[CH:31]=3)[C:14]=2[CH3:24])[N:7]=1)[CH3:2], predict the reactants needed to synthesize it. The reactants are: [CH2:1]([O:3][C:4](=[O:25])[CH2:5][C:6]1[CH:11]=[CH:10][CH:9]=[C:8]([S:12][C:13]2[C:21]3[C:16](=[C:17]([F:23])[C:18]([Cl:22])=[CH:19][CH:20]=3)[NH:15][C:14]=2[CH3:24])[N:7]=1)[CH3:2].Br[C:27]1[CH:28]=[N:29][N:30]([CH2:32][CH2:33][CH3:34])[CH:31]=1. (4) The reactants are: C(OC([NH:8][CH:9]1[CH2:14][CH2:13][CH:12]([NH:15][C:16]2[CH:25]=[CH:24][CH:23]=[C:22]3[C:17]=2[C:18]([F:26])=[CH:19][N:20]=[CH:21]3)[CH2:11][CH2:10]1)=O)(C)(C)C.[ClH:27].CO. Given the product [ClH:27].[F:26][C:18]1[C:17]2[C:22](=[CH:23][CH:24]=[CH:25][C:16]=2[NH:15][CH:12]2[CH2:13][CH2:14][CH:9]([NH2:8])[CH2:10][CH2:11]2)[CH:21]=[N:20][CH:19]=1, predict the reactants needed to synthesize it. (5) The reactants are: C(N(CC)CC)C.[F:8][C:9]1[CH:17]=[CH:16][CH:15]=[C:14]([F:18])[C:10]=1[C:11](Cl)=[O:12].[CH3:19][O:20][C:21](=[O:41])[CH:22]([NH2:40])[CH2:23][CH:24]=[CH:25][C:26]1[CH:31]=[CH:30][C:29]([N:32]([CH3:39])[C:33]2[N:38]=[CH:37][CH:36]=[CH:35][N:34]=2)=[CH:28][CH:27]=1.C(=O)([O-])O.[Na+]. Given the product [CH3:19][O:20][C:21](=[O:41])[CH:22]([NH:40][C:11](=[O:12])[C:10]1[C:9]([F:8])=[CH:17][CH:16]=[CH:15][C:14]=1[F:18])[CH2:23]/[CH:24]=[CH:25]/[C:26]1[CH:27]=[CH:28][C:29]([N:32]([CH3:39])[C:33]2[N:38]=[CH:37][CH:36]=[CH:35][N:34]=2)=[CH:30][CH:31]=1, predict the reactants needed to synthesize it. (6) Given the product [F:1][C:2]1[CH:13]=[CH:12][CH:11]=[C:10]([O:14][CH2:15][C:16]2[CH:17]=[CH:18][C:19]([O:22][CH3:23])=[CH:20][CH:21]=2)[C:3]=1[C:4](=[O:5])[CH3:24], predict the reactants needed to synthesize it. The reactants are: [F:1][C:2]1[CH:13]=[CH:12][CH:11]=[C:10]([O:14][CH2:15][C:16]2[CH:21]=[CH:20][C:19]([O:22][CH3:23])=[CH:18][CH:17]=2)[C:3]=1[C:4](N(OC)C)=[O:5].[CH3:24][Mg]Br.